From a dataset of Full USPTO retrosynthesis dataset with 1.9M reactions from patents (1976-2016). Predict the reactants needed to synthesize the given product. (1) Given the product [CH2:14]([O:13][C:10]1[CH:9]=[CH:8][C:7]([C:1]2[CH:2]=[CH:3][CH:4]=[CH:5][CH:6]=2)=[CH:12][CH:11]=1)[CH:16]1[O:18][CH2:17]1, predict the reactants needed to synthesize it. The reactants are: [C:1]1([C:7]2[CH:12]=[CH:11][C:10]([OH:13])=[CH:9][CH:8]=2)[CH:6]=[CH:5][CH:4]=[CH:3][CH:2]=1.[CH2:14]([CH:16]1[O:18][CH2:17]1)Br.C(=O)([O-])[O-].[K+].[K+]. (2) Given the product [CH3:16][O:15][C:13](=[O:14])[CH2:12][C:11]1[C:10]([CH3:25])=[N:2][N:1]([C:3]2[CH:4]=[N:5][CH:6]=[CH:7][N:8]=2)[C:17]=1[C:19]1[CH:20]=[CH:21][CH:22]=[CH:23][CH:24]=1, predict the reactants needed to synthesize it. The reactants are: [NH:1]([C:3]1[CH:4]=[N:5][CH:6]=[CH:7][N:8]=1)[NH2:2].O=[C:10]([CH3:25])[CH:11]([C:17]([C:19]1[CH:24]=[CH:23][CH:22]=[CH:21][CH:20]=1)=O)[CH2:12][C:13]([O:15][CH3:16])=[O:14]. (3) Given the product [F:17][C:2]1([F:1])[O:6][C:5]2[CH:7]=[CH:8][C:9]([C:11]3([C:14]([NH:33][C:20]4[C:19]([F:18])=[CH:27][C:26]5[N:25]6[CH2:28][CH2:29][C:30]([CH3:32])([CH3:31])[C:24]6=[CH:23][C:22]=5[CH:21]=4)=[O:16])[CH2:12][CH2:13]3)=[CH:10][C:4]=2[O:3]1, predict the reactants needed to synthesize it. The reactants are: [F:1][C:2]1([F:17])[O:6][C:5]2[CH:7]=[CH:8][C:9]([C:11]3([C:14]([OH:16])=O)[CH2:13][CH2:12]3)=[CH:10][C:4]=2[O:3]1.[F:18][C:19]1[C:20]([NH2:33])=[CH:21][C:22]2[CH:23]=[C:24]3[C:30]([CH3:32])([CH3:31])[CH2:29][CH2:28][N:25]3[C:26]=2[CH:27]=1.CN(C(ON1N=NC2C=CC=NC1=2)=[N+](C)C)C.F[P-](F)(F)(F)(F)F.C(N(CC)CC)C. (4) The reactants are: [C:1]([Br:5])(Br)(Br)Br.C1(P(C2C=CC=CC=2)C2C=CC=CC=2)C=CC=CC=1.[CH2:25]([N:32]1[C:36]([C:37]2[CH:42]=[CH:41][CH:40]=[CH:39][CH:38]=2)=[CH:35][C:34](CO)=[N:33]1)[C:26]1[CH:31]=[CH:30][CH:29]=[CH:28][CH:27]=1. Given the product [CH2:25]([N:32]1[C:36]([C:37]2[CH:42]=[CH:41][CH:40]=[CH:39][CH:38]=2)=[CH:35][C:34]([CH2:1][Br:5])=[N:33]1)[C:26]1[CH:27]=[CH:28][CH:29]=[CH:30][CH:31]=1, predict the reactants needed to synthesize it. (5) Given the product [Br:21][CH2:8][C:6]1[CH:7]=[C:2]([Cl:1])[CH:3]=[CH:4][C:5]=1[O:10][CH2:11][C:12]1[CH:17]=[CH:16][C:15]([F:18])=[CH:14][C:13]=1[F:19], predict the reactants needed to synthesize it. The reactants are: [Cl:1][C:2]1[CH:3]=[CH:4][C:5]([O:10][CH2:11][C:12]2[CH:17]=[CH:16][C:15]([F:18])=[CH:14][C:13]=2[F:19])=[C:6]([CH2:8]O)[CH:7]=1.P(Br)(Br)[Br:21].C(=O)([O-])O.[Na+]. (6) Given the product [CH3:18][C:17]([CH3:20])([CH3:19])[CH2:16][N:8]([C:9]1[CH:14]=[CH:13][CH:12]=[C:11]([CH3:15])[N:10]=1)[C:6](=[O:7])[C:5]1[CH:21]=[CH:22][C:2]([CH2:30][CH3:31])=[CH:3][C:4]=1[F:23], predict the reactants needed to synthesize it. The reactants are: Br[C:2]1[CH:22]=[CH:21][C:5]([C:6]([N:8]([CH2:16][C:17]([CH3:20])([CH3:19])[CH3:18])[C:9]2[CH:14]=[CH:13][CH:12]=[C:11]([CH3:15])[N:10]=2)=[O:7])=[C:4]([F:23])[CH:3]=1.C(=O)([O-])[O-].[K+].[K+].[CH2:30]([Zn]CC)[CH3:31]. (7) Given the product [ClH:1].[ClH:1].[CH3:45][NH:44][C@@H:41]1[CH2:42][CH2:43][N:39]([CH2:37][CH:36]([C:30]2([OH:29])[CH2:31][CH2:32][CH2:33][CH2:34][CH2:35]2)[C:52]2[CH:61]=[CH:60][C:59]3[C:54](=[CH:55][CH:56]=[CH:57][CH:58]=3)[CH:53]=2)[CH2:40]1, predict the reactants needed to synthesize it. The reactants are: [ClH:1].Cl.CN[C@@H]1CCN(CC(C2CCCCC2O)C2C=CC3C(=CC=CC=3)C=2)C1.[OH:29][C:30]1([CH:36]([C:52]2[CH:61]=[CH:60][C:59]3[C:54](=[CH:55][CH:56]=[CH:57][CH:58]=3)[CH:53]=2)[C:37]([N:39]2[CH2:43][CH2:42][C@@H:41]([NH:44][C:45](=O)OC(C)(C)C)[CH2:40]2)=O)[CH2:35][CH2:34][CH2:33][CH2:32][CH2:31]1. (8) Given the product [N:22]1([CH2:27][CH2:28][O:29][C:30]2[CH:35]=[CH:34][C:33]([NH:36][C:37]3[N:52]=[C:40]4[CH:41]=[CH:42][CH:43]=[C:44]([C:45]5[CH:46]=[C:47]([O:51][S:8]([C:11]([F:14])([F:13])[F:12])(=[O:10])=[O:9])[CH:48]=[CH:49][CH:50]=5)[N:39]4[N:38]=3)=[CH:32][CH:31]=2)[CH2:23][CH2:24][CH2:25][CH2:26]1, predict the reactants needed to synthesize it. The reactants are: C1C=CC(N([S:8]([C:11]([F:14])([F:13])[F:12])(=[O:10])=[O:9])[S:8]([C:11]([F:14])([F:13])[F:12])(=[O:10])=[O:9])=CC=1.[N:22]1([CH2:27][CH2:28][O:29][C:30]2[CH:35]=[CH:34][C:33]([NH:36][C:37]3[N:52]=[C:40]4[CH:41]=[CH:42][CH:43]=[C:44]([C:45]5[CH:46]=[C:47]([OH:51])[CH:48]=[CH:49][CH:50]=5)[N:39]4[N:38]=3)=[CH:32][CH:31]=2)[CH2:26][CH2:25][CH2:24][CH2:23]1.C(N(CC)CC)C.O. (9) Given the product [Cl:1][C:2]1[CH:7]=[CH:6][CH:5]=[CH:4][C:3]=1[C:8]1[C:13]([Cl:14])=[CH:12][CH:11]=[C:10]([CH:15]=[O:20])[C:9]=1[OH:18], predict the reactants needed to synthesize it. The reactants are: [Cl:1][C:2]1[CH:7]=[CH:6][CH:5]=[CH:4][C:3]=1[C:8]1[C:9]([OH:18])=[C:10]([CH:15]=CC)[CH:11]=[CH:12][C:13]=1[Cl:14].I([O-])(=O)(=O)=[O:20].[Na+].